This data is from Forward reaction prediction with 1.9M reactions from USPTO patents (1976-2016). The task is: Predict the product of the given reaction. (1) Given the reactants [Cl:1][C:2]1[C:7]([Cl:8])=[CH:6][C:5]([NH:9][CH2:10][C:11]([OH:13])=O)=[C:4]([O:14][CH3:15])[CH:3]=1.CCN=C=NCCCN(C)C.C1C=CC2N(O)N=NC=2C=1.CCN(CC)CC.[NH:44]1[CH2:49][CH2:48][NH:47][CH2:46][CH:45]1[C:50]#[N:51], predict the reaction product. The product is: [Cl:1][C:2]1[C:7]([Cl:8])=[CH:6][C:5]([NH:9][CH2:10][C:11]([N:47]2[CH2:48][CH2:49][NH:44][CH:45]([C:50]#[N:51])[CH2:46]2)=[O:13])=[C:4]([O:14][CH3:15])[CH:3]=1. (2) Given the reactants [OH:1][C@H:2]([C@H:6]1[O:11][CH2:10][CH2:9][N:8]([C:12]2[CH:17]=[CH:16][C:15]([O:18][C:19]([F:22])([F:21])[F:20])=[CH:14][CH:13]=2)[C:7]1=[O:23])[C:3]([OH:5])=O.[NH2:24][C:25]1[CH:30]=[CH:29][C:28]([C:31]2[NH:32][O:33][C:34](=[O:36])[N:35]=2)=[CH:27][CH:26]=1.NC1C=C2C(=CC=1)C(N(C(OC(C)(C)C)=O)C(OC(C)(C)C)=O)=NC=C2, predict the reaction product. The product is: [OH:1][C@H:2]([C@H:6]1[O:11][CH2:10][CH2:9][N:8]([C:12]2[CH:17]=[CH:16][C:15]([O:18][C:19]([F:22])([F:21])[F:20])=[CH:14][CH:13]=2)[C:7]1=[O:23])[C:3]([NH:24][C:25]1[CH:26]=[CH:27][C:28]([C:31]2[NH:35][C:34](=[O:36])[O:33][N:32]=2)=[CH:29][CH:30]=1)=[O:5]. (3) The product is: [C:1]1([S:7]([N:10]2[C:14]3=[N:15][CH:16]=[C:17]([CH2:19][CH:20]([O:21][C:22]([O:23][CH3:24])([CH3:25])[CH3:26])[CH3:35])[CH:18]=[C:13]3[CH:12]=[C:11]2[C:27]([O:34][S:51]([C:48]2[CH:49]=[CH:50][C:45]([CH3:65])=[CH:46][CH:47]=2)(=[O:52])=[O:53])=[CH:28][CH:29]2[CH2:30][CH2:31][CH2:32][CH2:33]2)(=[O:9])=[O:8])[CH:6]=[CH:5][CH:4]=[CH:3][CH:2]=1. Given the reactants [C:1]1([S:7]([N:10]2[C:14]3=[N:15][CH:16]=[C:17]([CH2:19][CH:20]4[CH2:24][O:23][C:22]([CH3:26])([CH3:25])[O:21]4)[CH:18]=[C:13]3[CH:12]=[C:11]2[C:27](=[O:34])[CH2:28][CH:29]2[CH2:33][CH2:32][CH2:31][CH2:30]2)(=[O:9])=[O:8])[CH:6]=[CH:5][CH:4]=[CH:3][CH:2]=1.[CH3:35][Si]([N-][Si](C)(C)C)(C)C.[Li+].[C:45]1([CH3:65])[CH:50]=[CH:49][C:48]([S:51](O[S:51]([C:48]2[CH:49]=[CH:50][C:45]([CH3:65])=[CH:46][CH:47]=2)(=[O:53])=[O:52])(=[O:53])=[O:52])=[CH:47][CH:46]=1, predict the reaction product. (4) Given the reactants [Cl:1][C:2]1[CH:7]=[CH:6][C:5]([OH:8])=[CH:4][C:3]=1[C:9]1[N:13]2[CH:14]=[CH:15][CH:16]=[C:17]([C:18]#[N:19])[C:12]2=[N:11][C:10]=1[CH:20]([CH3:22])[CH3:21].Br[C:24]1[CH:29]=[CH:28][CH:27]=[C:26]([S:30]([CH2:33][CH3:34])(=[O:32])=[O:31])[CH:25]=1, predict the reaction product. The product is: [Cl:1][C:2]1[CH:7]=[CH:6][C:5]([O:8][C:28]2[CH:29]=[CH:24][CH:25]=[C:26]([S:30]([CH2:33][CH3:34])(=[O:31])=[O:32])[CH:27]=2)=[CH:4][C:3]=1[C:9]1[N:13]2[CH:14]=[CH:15][CH:16]=[C:17]([C:18]#[N:19])[C:12]2=[N:11][C:10]=1[CH:20]([CH3:22])[CH3:21]. (5) The product is: [O:9]1[C:10]2[CH:16]=[CH:15][CH:14]=[CH:13][C:11]=2[N:12]=[C:8]1[C:4]1[CH:3]=[C:2]([C:18]2[CH:19]=[N:20][CH:21]=[C:22]([C:2]3[CH:7]=[N:6][CH:5]=[C:4]([C:8]4[O:28][C:25]5[CH:14]=[CH:15][CH:16]=[CH:10][C:11]=5[N:12]=4)[CH:3]=3)[CH:23]=2)[CH:7]=[N:6][CH:5]=1. Given the reactants Br[C:2]1[CH:3]=[C:4]([C:8]2[O:9][C:10]3[CH:16]=[CH:15][CH:14]=[CH:13][C:11]=3[N:12]=2)[CH:5]=[N:6][CH:7]=1.Br[C:18]1[CH:19]=[N:20][CH:21]=[C:22](Br)[CH:23]=1.[C:25]([O-:28])([O-])=O.[Na+].[Na+].O, predict the reaction product.